This data is from Forward reaction prediction with 1.9M reactions from USPTO patents (1976-2016). The task is: Predict the product of the given reaction. (1) Given the reactants [NH2:1][C:2]1[C:7]([N+:8]([O-])=O)=[C:6]([N:11]2[CH2:16][CH2:15][N:14]([CH2:17][C:18]([NH:20][C:21]3[S:22][CH:23]=[C:24]([CH3:26])[N:25]=3)=[O:19])[CH2:13][CH2:12]2)[C:5]([Cl:27])=[CH:4][N:3]=1.[CH3:28][N:29]([CH3:38])[C:30]1[CH:37]=[CH:36][C:33]([CH:34]=O)=[CH:32][CH:31]=1.[O-]S(S([O-])=O)=O.[Na+].[Na+], predict the reaction product. The product is: [Cl:27][C:5]1[C:6]([N:11]2[CH2:16][CH2:15][N:14]([CH2:17][C:18]([NH:20][C:21]3[S:22][CH:23]=[C:24]([CH3:26])[N:25]=3)=[O:19])[CH2:13][CH2:12]2)=[C:7]2[N:8]=[C:34]([C:33]3[CH:36]=[CH:37][C:30]([N:29]([CH3:38])[CH3:28])=[CH:31][CH:32]=3)[NH:1][C:2]2=[N:3][CH:4]=1. (2) Given the reactants [CH3:1][O:2][C:3](=[O:26])[CH2:4][C@H:5]1[C:9]2[CH:10]=[CH:11][C:12]([O:14][C@H:15]3[C:23]4[C:18](=[C:19]([OH:25])[CH:20]=[CH:21][C:22]=4[F:24])[CH2:17][CH2:16]3)=[CH:13][C:8]=2[O:7][CH2:6]1.[CH3:27][C:28]1[CH:35]=[C:34](F)[CH:33]=[C:32]([CH3:37])[C:29]=1[C:30]#[N:31], predict the reaction product. The product is: [CH3:1][O:2][C:3](=[O:26])[CH2:4][C@H:5]1[C:9]2[CH:10]=[CH:11][C:12]([O:14][C@H:15]3[C:23]4[C:18](=[C:19]([O:25][C:34]5[CH:33]=[C:32]([CH3:37])[C:29]([C:30]#[N:31])=[C:28]([CH3:27])[CH:35]=5)[CH:20]=[CH:21][C:22]=4[F:24])[CH2:17][CH2:16]3)=[CH:13][C:8]=2[O:7][CH2:6]1. (3) Given the reactants P(Cl)(Cl)([Cl:3])=O.C1(O[C:13]2[C:14](=[O:26])[N:15]([C:19]3[CH:24]=[CH:23][C:22]([F:25])=[CH:21][CH:20]=3)[CH:16]=[CH:17][N:18]=2)CCCCC1.C([O-])([O-])=O.[Na+].[Na+], predict the reaction product. The product is: [Cl:3][C:13]1[C:14](=[O:26])[N:15]([C:19]2[CH:24]=[CH:23][C:22]([F:25])=[CH:21][CH:20]=2)[CH:16]=[CH:17][N:18]=1. (4) Given the reactants [CH2:1]1[CH2:5][CH2:4][CH2:3][CH:2]1[CH2:6][CH2:7][OH:8].C(N(CC)CC)C.ClCCl.[CH3:19][S:20](Cl)(=[O:22])=[O:21], predict the reaction product. The product is: [CH3:19][S:20]([O:8][CH2:7][CH2:6][CH:2]1[CH2:3][CH2:4][CH2:5][CH2:1]1)(=[O:22])=[O:21]. (5) Given the reactants [C:1]([O:5][C:6](=[O:27])[NH:7][C@@H:8]1[C@@H:12]([N:13]2[CH2:18][CH2:17][CH2:16][CH2:15][C:14]2=[O:19])[CH2:11][N:10]([C:20]2[N:25]=[CH:24][C:23](Br)=[CH:22][N:21]=2)[CH2:9]1)([CH3:4])([CH3:3])[CH3:2].[CH:28]([O:31][C:32]([N:34]1[CH2:39][CH2:38][CH:37]([C@H:40]([CH3:44])[CH2:41][C:42]#[CH:43])[CH2:36][CH2:35]1)=[O:33])([CH3:30])[CH3:29].C(N(CC)CC)C, predict the reaction product. The product is: [CH:28]([O:31][C:32]([N:34]1[CH2:39][CH2:38][CH:37]([C@H:40]([CH3:44])[CH2:41][C:42]#[C:43][C:23]2[CH:22]=[N:21][C:20]([N:10]3[CH2:11][C@H:12]([N:13]4[CH2:18][CH2:17][CH2:16][CH2:15][C:14]4=[O:19])[C@@H:8]([NH:7][C:6]([O:5][C:1]([CH3:4])([CH3:3])[CH3:2])=[O:27])[CH2:9]3)=[N:25][CH:24]=2)[CH2:36][CH2:35]1)=[O:33])([CH3:30])[CH3:29]. (6) The product is: [N:35]1([CH2:40][CH:41]([O:13][C:14]2[C:15]([CH2:25][S:26]([C:29]3[CH:34]=[CH:33][CH:32]=[CH:31][CH:30]=3)(=[O:28])=[O:27])=[C:16]3[C:21](=[CH:22][CH:23]=2)[C:20](=[O:24])[CH2:19][CH2:18][CH2:17]3)[CH:42]([CH3:44])[CH3:43])[CH:39]=[CH:38][N:37]=[CH:36]1. Given the reactants N(C(OCC)=O)=NC(OCC)=O.[OH:13][C:14]1[C:15]([CH2:25][S:26]([C:29]2[CH:34]=[CH:33][CH:32]=[CH:31][CH:30]=2)(=[O:28])=[O:27])=[C:16]2[C:21](=[CH:22][CH:23]=1)[C:20](=[O:24])[CH2:19][CH2:18][CH2:17]2.[N:35]1([CH2:40][CH:41](O)[CH:42]([CH3:44])[CH3:43])[CH:39]=[CH:38][N:37]=[CH:36]1.C1(P(C2C=CC=CC=2)C2C=CC=CC=2)C=CC=CC=1, predict the reaction product. (7) Given the reactants [C:1]([O:5][C:6]([N:8]1[CH2:13][CH2:12][CH2:11][CH2:10][CH:9]1[CH2:14][C:15]([OH:17])=O)=[O:7])([CH3:4])([CH3:3])[CH3:2].F[P-](F)(F)(F)(F)F.N1(OC(N(C)C)=[N+](C)C)C2N=CC=CC=2N=N1.C(N(C(C)C)CC)(C)C.[O:51]1[CH:55]=[CH:54][CH:53]=[C:52]1[C:56]([NH:58][NH2:59])=[O:57], predict the reaction product. The product is: [C:1]([O:5][C:6]([N:8]1[CH2:13][CH2:12][CH2:11][CH2:10][CH:9]1[CH2:14][C:15]([NH:59][NH:58][C:56]([C:52]1[O:51][CH:55]=[CH:54][CH:53]=1)=[O:57])=[O:17])=[O:7])([CH3:2])([CH3:3])[CH3:4]. (8) Given the reactants [CH2:1]([O:8][C:9]1[CH:10]=[C:11]2[C:16](=[CH:17][C:18]=1[O:19][CH3:20])[CH:15]([C:21]([O:23]CC)=[O:22])[N:14]([C:26]([O:28][C:29]([CH3:32])([CH3:31])[CH3:30])=[O:27])[CH2:13][CH2:12]2)[C:2]1[CH:7]=[CH:6][CH:5]=[CH:4][CH:3]=1.CCO.O.[OH-].[K+], predict the reaction product. The product is: [CH2:1]([O:8][C:9]1[CH:10]=[C:11]2[C:16](=[CH:17][C:18]=1[O:19][CH3:20])[CH:15]([C:21]([OH:23])=[O:22])[N:14]([C:26]([O:28][C:29]([CH3:32])([CH3:31])[CH3:30])=[O:27])[CH2:13][CH2:12]2)[C:2]1[CH:7]=[CH:6][CH:5]=[CH:4][CH:3]=1. (9) Given the reactants Br[C:2]1[CH:7]=[CH:6][N:5]2[C:8]([C:11]([NH:13][C:14]3[CH:15]=[C:16]([CH:21]=[CH:22][C:23]=3[F:24])[C:17]([O:19]C)=[O:18])=[O:12])=[CH:9][N:10]=[C:4]2[CH:3]=1.[CH3:25][N:26]1[CH:30]=[C:29](B2OC(C)(C)C(C)(C)O2)[CH:28]=[N:27]1.C(=O)([O-])[O-].[Cs+].[Cs+].C(Cl)Cl, predict the reaction product. The product is: [F:24][C:23]1[CH:22]=[CH:21][C:16]([C:17]([OH:19])=[O:18])=[CH:15][C:14]=1[NH:13][C:11]([C:8]1[N:5]2[CH:6]=[CH:7][C:2]([C:30]3[N:26]([CH3:25])[N:27]=[CH:28][CH:29]=3)=[CH:3][C:4]2=[N:10][CH:9]=1)=[O:12]. (10) The product is: [C:1]([O:4][C:5]1[CH:6]=[CH:34][C:35]([O:38][CH3:39])=[CH:36][C:37]=1[CH2:15][CH2:16][C:17]([NH:18][C:19]1[CH:24]=[C:23]([F:25])[CH:22]=[CH:21][C:20]=1[O:26][C:27]1[CH:28]=[CH:29][C:30]([Br:33])=[CH:31][CH:32]=1)=[O:43])(=[O:3])[CH3:2]. Given the reactants [C:1]([O:4][C:5](=O)[CH3:6])(=[O:3])[CH3:2].N1C=CC=CC=1.O[C:15]1[CH:37]=[CH:36][C:35]([O:38][CH3:39])=[CH:34][C:16]=1[CH2:17][NH:18][C:19]1[CH:24]=[C:23]([F:25])[CH:22]=[CH:21][C:20]=1[O:26][C:27]1[CH:32]=[CH:31][C:30]([Br:33])=[CH:29][CH:28]=1.Cl.C(OCC)(=[O:43])C, predict the reaction product.